Dataset: Reaction yield outcomes from USPTO patents with 853,638 reactions. Task: Predict the reaction yield, written as a fraction of the theoretical maximum amount of product (1.0 means a 100% yield; for example, 0.34 means a 34% yield). (1) The reactants are [C:1](=[O:36])([O:5][C:6]([CH3:35])([CH3:34])[CH2:7][NH:8][C:9]([NH:11][C@H:12]([CH:31]([CH3:33])[CH3:32])[C:13]([N:15]1[CH2:20][CH2:19][C@@:18]([C:22]2[CH:27]=[CH:26][C:25]([Cl:28])=[CH:24][CH:23]=2)([OH:21])[C:17]([CH3:30])([CH3:29])[CH2:16]1)=[O:14])=[O:10])[O:2][CH2:3]Cl.C(N(CC)CC)C.[C:44]([OH:51])(=[O:50])/[CH:45]=[CH:46]/[C:47]([OH:49])=[O:48].C(O)(C(F)(F)F)=O. The catalyst is CN(C=O)C.O.CC#N. The product is [Cl:28][C:25]1[CH:26]=[CH:27][C:22]([C@@:18]2([OH:21])[CH2:19][CH2:20][N:15]([C:13]([C@H:12]([NH:11][C:9](=[O:10])[NH:8][CH2:7][C:6]([CH3:35])([CH3:34])[O:5][C:1](=[O:36])[O:2][CH2:3][O:51][C:44](=[O:50])/[CH:45]=[CH:46]/[C:47]([OH:49])=[O:48])[CH:31]([CH3:33])[CH3:32])=[O:14])[CH2:16][C:17]2([CH3:29])[CH3:30])=[CH:23][CH:24]=1. The yield is 0.101. (2) The reactants are [N:1]1([C:7]2[N:12]=[C:11]([N:13]3[CH:18]4[CH2:19][CH2:20][CH:14]3[CH2:15][O:16][CH2:17]4)[N:10]=[C:9]([C:21]3[CH:27]=[CH:26][C:24]([NH2:25])=[CH:23][CH:22]=3)[N:8]=2)[CH2:6][CH2:5][O:4][CH2:3][CH2:2]1.CCN(CC)CC.ClC(Cl)(O[C:39](=[O:45])OC(Cl)(Cl)Cl)Cl.[NH2:47][C:48]1[CH:53]=[CH:52][N:51]=[CH:50][CH:49]=1. The catalyst is C(Cl)(Cl)Cl. The product is [N:1]1([C:7]2[N:12]=[C:11]([N:13]3[CH:14]4[CH2:20][CH2:19][CH:18]3[CH2:17][O:16][CH2:15]4)[N:10]=[C:9]([C:21]3[CH:27]=[CH:26][C:24]([NH:25][C:39]([NH:47][C:48]4[CH:53]=[CH:52][N:51]=[CH:50][CH:49]=4)=[O:45])=[CH:23][CH:22]=3)[N:8]=2)[CH2:2][CH2:3][O:4][CH2:5][CH2:6]1. The yield is 0.240. (3) The reactants are [Cl:1][C:2]1[CH:7]=[C:6]([OH:8])[CH:5]=[CH:4][C:3]=1[NH:9][C:10](=[O:18])OC1C=CC=CC=1.[CH:19]1([NH2:22])[CH2:21][CH2:20]1.O.Cl. The catalyst is CN(C)C=O.C(OCC)(=O)C. The product is [Cl:1][C:2]1[CH:7]=[C:6]([OH:8])[CH:5]=[CH:4][C:3]=1[NH:9][C:10]([NH:22][CH:19]1[CH2:21][CH2:20]1)=[O:18]. The yield is 0.770. (4) The reactants are [OH-].[Na+].[CH2:3]([NH:11][C:12](=[O:34])[N:13]([C:15]1[CH:16]=[C:17]([C:21]2[CH:26]=[CH:25][C:24]([CH2:27][CH2:28][C:29]([O:31]CC)=[O:30])=[CH:23][CH:22]=2)[CH:18]=[CH:19][CH:20]=1)[CH3:14])[CH2:4][CH2:5][CH2:6][CH2:7][CH2:8][CH2:9][CH3:10]. The catalyst is C(O)C. The product is [CH2:3]([NH:11][C:12](=[O:34])[N:13]([C:15]1[CH:16]=[C:17]([C:21]2[CH:22]=[CH:23][C:24]([CH2:27][CH2:28][C:29]([OH:31])=[O:30])=[CH:25][CH:26]=2)[CH:18]=[CH:19][CH:20]=1)[CH3:14])[CH2:4][CH2:5][CH2:6][CH2:7][CH2:8][CH2:9][CH3:10]. The yield is 0.710. (5) The reactants are [N+:1]([C:4]1[CH:8]=[C:7]([CH2:9][OH:10])[NH:6][N:5]=1)([O-:3])=[O:2].C([O-])([O-])=O.[Cs+].[Cs+].[CH3:17][C:18]1([CH3:21])[CH2:20][O:19]1. No catalyst specified. The product is [OH:10][CH2:9][C:7]1[N:6]([CH2:17][C:18]([CH3:21])([OH:19])[CH3:20])[N:5]=[C:4]([N+:1]([O-:3])=[O:2])[CH:8]=1. The yield is 0.380. (6) The reactants are [CH2:1]([O:3][C:4](=[O:22])[C:5]([C:8]1(O)[CH2:13][CH2:12][N:11]([CH2:14][C:15]2[CH:20]=[CH:19][CH:18]=[CH:17][CH:16]=2)[CH2:10][CH2:9]1)([CH3:7])[CH3:6])[CH3:2].S(Cl)(Cl)=O.CN(C)C=O. The yield is 0.750. The product is [CH2:1]([O:3][C:4](=[O:22])[C:5]([C:8]1[CH2:13][CH2:12][N:11]([CH2:14][C:15]2[CH:20]=[CH:19][CH:18]=[CH:17][CH:16]=2)[CH2:10][CH:9]=1)([CH3:7])[CH3:6])[CH3:2]. The catalyst is C(Cl)(Cl)Cl. (7) The reactants are [O:1]1[CH2:6][CH2:5][NH:4][C:3]2[CH:7]=[N:8][CH:9]=[CH:10][C:2]1=2.[CH3:11][O:12][C:13]1[CH:18]=[CH:17][C:16]([S:19](Cl)(=[O:21])=[O:20])=[CH:15][CH:14]=1.C(N(CC)CC)C.Cl. The catalyst is ClCCl. The product is [CH3:11][O:12][C:13]1[CH:14]=[CH:15][C:16]([S:19]([N:4]2[CH2:5][CH2:6][O:1][C:2]3[CH:10]=[CH:9][N:8]=[CH:7][C:3]2=3)(=[O:21])=[O:20])=[CH:17][CH:18]=1. The yield is 0.841.